This data is from Peptide-MHC class II binding affinity with 134,281 pairs from IEDB. The task is: Regression. Given a peptide amino acid sequence and an MHC pseudo amino acid sequence, predict their binding affinity value. This is MHC class II binding data. (1) The peptide sequence is SQPATGAATVAAGAA. The MHC is DRB1_0701 with pseudo-sequence DRB1_0701. The binding affinity (normalized) is 0.0730. (2) The peptide sequence is EDMLEVWNRVWITNN. The MHC is DRB3_0301 with pseudo-sequence DRB3_0301. The binding affinity (normalized) is 0.543. (3) The peptide sequence is LGNVLINESFGVEPV. The MHC is HLA-DQA10101-DQB10501 with pseudo-sequence HLA-DQA10101-DQB10501. The binding affinity (normalized) is 0.700. (4) The peptide sequence is INKGILVTVNPIAST. The MHC is HLA-DQA10201-DQB10301 with pseudo-sequence HLA-DQA10201-DQB10301. The binding affinity (normalized) is 0.699. (5) The peptide sequence is DGVWEIKSDKPLKGP. The MHC is DRB3_0202 with pseudo-sequence DRB3_0202. The binding affinity (normalized) is 0.0913. (6) The MHC is HLA-DQA10501-DQB10301 with pseudo-sequence HLA-DQA10501-DQB10301. The binding affinity (normalized) is 0.430. The peptide sequence is VRFSWLSLLVPFVQW. (7) The peptide sequence is IMLLAYYIAAVNIES. The MHC is HLA-DQA10501-DQB10201 with pseudo-sequence HLA-DQA10501-DQB10201. The binding affinity (normalized) is 0.318.